From a dataset of Forward reaction prediction with 1.9M reactions from USPTO patents (1976-2016). Predict the product of the given reaction. Given the reactants [CH2:1]([O:3][C:4]([C:6]1([NH2:16])[CH2:14][C:13]2[C:8](=[CH:9][CH:10]=[CH:11][CH:12]=2)[C:7]1=[O:15])=[O:5])[CH3:2].[CH3:17][O:18][C:19]1[CH:27]=[CH:26][C:22]([C:23](O)=[O:24])=[CH:21][C:20]=1[O:28][CH2:29][CH2:30][C:31]1[CH:32]=[C:33]([CH3:37])[CH:34]=[CH:35][CH:36]=1, predict the reaction product. The product is: [CH2:1]([O:3][C:4]([C:6]1([NH:16][C:23](=[O:24])[C:22]2[CH:26]=[CH:27][C:19]([O:18][CH3:17])=[C:20]([O:28][CH2:29][CH2:30][C:31]3[CH:32]=[C:33]([CH3:37])[CH:34]=[CH:35][CH:36]=3)[CH:21]=2)[CH2:14][C:13]2[C:8](=[CH:9][CH:10]=[CH:11][CH:12]=2)[C:7]1=[O:15])=[O:5])[CH3:2].